Dataset: Full USPTO retrosynthesis dataset with 1.9M reactions from patents (1976-2016). Task: Predict the reactants needed to synthesize the given product. Given the product [CH3:1][N:2]([CH3:16])[C:3]1[N:4]=[N:5][C:6]([C:22]2[CH:23]=[CH:24][C:19]([CH:17]=[O:18])=[CH:20][CH:21]=2)=[C:7]([C:9]2[CH:14]=[CH:13][CH:12]=[CH:11][CH:10]=2)[CH:8]=1, predict the reactants needed to synthesize it. The reactants are: [CH3:1][N:2]([CH3:16])[C:3]1[N:4]=[N:5][C:6](Cl)=[C:7]([C:9]2[CH:14]=[CH:13][CH:12]=[CH:11][CH:10]=2)[CH:8]=1.[CH:17]([C:19]1[CH:24]=[CH:23][C:22](B(O)O)=[CH:21][CH:20]=1)=[O:18].C([O-])([O-])=O.[Na+].[Na+].